This data is from Experimentally validated miRNA-target interactions with 360,000+ pairs, plus equal number of negative samples. The task is: Binary Classification. Given a miRNA mature sequence and a target amino acid sequence, predict their likelihood of interaction. (1) The miRNA is hsa-miR-6730-3p with sequence CCUGACACCCCAUCUGCCCUCA. The protein sequence of the target gene is MLTRKIKLWDINAHITCRLCSGYLIDATTVTECLHTFCRSCLVKYLEENNTCPTCRIVIHQSHPLQYIGHDRTMQDIVYKLVPGLQEAEMRKQREFYHKLGMEVPGDIKGETCSAKQHLDSHRNGETKADDSSNKEAAEEKPEEDNDYHRSDEQVSICLECNSSKLRGLKRKWIRCSAQATVLHLKKFIAKKLNLSSFNELDILCNEEILGKDHTLKFVVVTRWRFKKAPLLLHYRPKMDLL. Result: 0 (no interaction). (2) The miRNA is hsa-miR-29b-3p with sequence UAGCACCAUUUGAAAUCAGUGUU. The protein sequence of the target gene is MLRRKPSNASEKEPTQKKKLSLQRSSSFKDFAKSKPSSPVVSEKEFNLDDNIPEDDSGVPTPEDAGKSGKKLGKKWRAVISRTMNRKMGKMMVKALSEEMADTLEEGSASPTSPDYSLDSPGPEKMALAFSEQEEHELPVLSRQASTGSELCSPSPGSGSFGEEPPAPQYTGPFCGRARVHTDFTPSPYDHDSLKLQKGDVIQIIEKPPVGTWLGLLNGKVGSFKFIYVDVLPEEAVGHARPSRRQSKGKRPKPKTLHELLERIGLEEHTSTLLLNGYQTLEDFKELRETHLNELNIMDP.... Result: 0 (no interaction). (3) The miRNA is mmu-miR-1981-5p with sequence GUAAAGGCUGGGCUUAGACGUGGC. The protein sequence of the target gene is MDFTEAYSDTCSTVGLAAREGNVKILRKLLKKGRSVDVADNRGWMPIHEAAYHNAVECLQMLIHTDSSENYIKAKTFEGFCALHLAVSQGHWKITQILLEAGADPNETTLEETTPLFLAVESGRIDVLKLLLQHGANVNGSHSMSGWNSLHQASFQGNAETIRLLLKQGADRECQDDFGITPLFVAAQYGKLESMSILISSGANVNCQALDKATPLFIAAQEGHTKCVELLLSSGADPDLYCNEDNWQLPIHAAAQMGHTETLDLLIPRTNRACDTGPDKVSPVYSAVFGGREECLEMLL.... Result: 1 (interaction). (4) The protein sequence of the target gene is MDGIVTEVAVGVKRGSDELLSGSVLSSPNSNMSSMVVTANGNDSKKFKGEDKMDGAPSRVLHIRKLPGEVTETEVIALGLPFGKVTNILMLKGKNQAFLELATEEAAITMVNYYSAVTPHLRNQPIYIQYSNHKELKTDNTLNQRAQAVLQAVTAVQTANTPLSGTTVSESAVTPAQSPVLRIIIDNMYYPVTLDVLHQIFSKFGAVLKIITFTKNNQFQALLQYGDPVNAQQAKLALDGQNIYNACCTLRIDFSKLVNLNVKYNNDKSRDYTRPDLPSGDGQPALDPAIAAAFAKETSL.... The miRNA is hsa-miR-548aq-5p with sequence GAAAGUAAUUGCUGUUUUUGCC. Result: 1 (interaction). (5) The miRNA is hsa-miR-876-5p with sequence UGGAUUUCUUUGUGAAUCACCA. The protein sequence of the target gene is MDMAQEPVTFRDVAIYFSREEWACLEPSQRALYRDVMLDNFSSVAALGFCSPRPDLVSRLEQWEEPWVEDRERPEFQAVQRGPRPGARKSADPKRPCDHPAWAHKKTHVRRERAREGSSFRKGFRLDTDDGQLPRAAPERTDAKPTAFPCQVLTQRCGRRPGRRERRKQRAVELSFICGTCGKALSCHSRLLAHQTVHTGTKAFECPECGQTFRWASNLQRHQKNHTREKPFCCEACGQAFSLKDRLAQHRKVHTEHRPYSCGDCGKAFKQKSNLLRHQLVHTGERPFYCADCGKAFRTK.... Result: 1 (interaction). (6) The miRNA is cel-miR-246-3p with sequence UUACAUGUUUCGGGUAGGAGC. The protein sequence of the target gene is MWNALQDRDSAEVLGHRQRWLRVGTLVLALTGTFLIGFLFGWFIKPSNEATGNVSHSGMKKEFLHELKAENIKKFLYNFTRTPHLAGTQNNFELAKQIHDQWKEFGLDLVELSHYDVLLSYPNKTHPNYISIINEDGNEIFKTSLSEQPPPGYENISDVVPPYSAFSPQGTPEGDLVYVNYARTEDFFKLEREMKISCSGKIVIARYGKVFRGNMVKNAQLAGAKGMILYSDPADYFVPAVKSYPDGWNLPGGGVQRGNVLNLNGAGDPLTPGYPANEHAYRHELTNAVGLPSIPVHPIG.... Result: 0 (no interaction). (7) The miRNA is hsa-let-7b-3p with sequence CUAUACAACCUACUGCCUUCCC. The protein sequence of the target gene is MSGTILENLSGRKLSILVATLLLCQVLCFLLGGLYAPLPAGHVTVLGSLCREDHARQNDTSFLLYSRGAGACIPVTREEVEQDSTKMANELVHVFQMPLPRDLRDLDYSRWQQNLIGVLQVEFGYDSSSELREPPRELQLTIDMRLAYRNKGDPDNGWKLYAHGVEHRYLDCVTSHVGPTETLYSCDMIPLFELGALHHSFYLLNLRFPLDTPSQMNLQFGHMHDLTLTAIHQNGGFTQIWLLLKTMLFPFVVGIMIWFWRRVHLLQRSPALLEYMLIYLGAALTFLNLPLEYLSLVYEM.... Result: 0 (no interaction). (8) The miRNA is mmu-miR-128-3p with sequence UCACAGUGAACCGGUCUCUUU. The protein sequence of the target gene is MEGFTREAPCFPILGDNWDCENQERNLRQSPLIDEKTEAQEANCGHVNLGEHLSTNPALLPSQRVPGTNGFHVFNSDIKTFDCDQTLHSCPPSYAVKGTADGDACEKATQPSMEATQLVRNQMREKSYKYTESVKSLNHFTTALCDKKIKKRSKRFYKGKDFGDILALSSSLNEKRSHSAEKPYKCAECGKCFKRNSSLVLHHRTHTGEKPYTCNDCGKSFSKNYNLIVHRRIHTGEKPYKCSKCGKAFSDGSALTQHQRIHTGEKPYACLDCGKTFNRNSSLILHQRTHTGEKPYRCNE.... Result: 1 (interaction).